From a dataset of Experimental lipophilicity measurements (octanol/water distribution) for 4,200 compounds from AstraZeneca. Regression/Classification. Given a drug SMILES string, predict its absorption, distribution, metabolism, or excretion properties. Task type varies by dataset: regression for continuous measurements (e.g., permeability, clearance, half-life) or binary classification for categorical outcomes (e.g., BBB penetration, CYP inhibition). For this dataset (lipophilicity_astrazeneca), we predict Y. (1) The drug is COc1cc(O)ccc1/C=C1\CCCN=C1c1cccnc1. The Y is 2.20 logD. (2) The compound is C[C@H]1O[C@@H](n2cnc3c(N)nc(OCC4CC45CC5)nc32)[C@H](O)[C@H]1Cl. The Y is 3.68 logD. (3) The compound is CCN(CC)CCn1c2ccccc2c2cnc(N)c(C#N)c21. The Y is 2.70 logD. (4) The drug is COc1ccccc1O[C@@H](c1ccccc1)[C@@H]1CNCCO1. The Y is 0.900 logD. (5) The drug is Cc1c(O[C@@H]2C[C@@H]3CC[C@H](C2)N3Cc2ccccc2)cccc1C(N)=O. The Y is 1.60 logD. (6) The compound is CS(=O)(=O)Nc1cc(Nc2nccc(Nc3c(Cl)ccc4c3OCO4)n2)cc(C(N)=O)c1. The Y is 2.28 logD. (7) The molecule is CC(=N)NCc1ccccc1. The Y is -0.280 logD. (8) The compound is Cc1ccc(/C=C(\C#N)C(N)=O)cc1. The Y is 2.09 logD. (9) The drug is Fc1ccc(C(COCc2cc(C(F)(F)F)cc(C(F)(F)F)c2)N2CCNCC2)cc1. The Y is 3.00 logD. (10) The molecule is CCc1[nH]c2nc(Sc3cnc4ccc[n+]([O-])c4c3)nc(N3CC[C@@H](N)C3)c2c1Cl. The Y is 2.00 logD.